Dataset: Reaction yield outcomes from USPTO patents with 853,638 reactions. Task: Predict the reaction yield, written as a fraction of the theoretical maximum amount of product (1.0 means a 100% yield; for example, 0.34 means a 34% yield). (1) The reactants are [CH2:1]([O:3][C:4](=[O:32])[CH:5]([NH:24][CH2:25][C:26]1[CH:31]=[CH:30][CH:29]=[CH:28][CH:27]=1)[CH2:6][CH2:7][O:8][C:9]1[CH:14]=[CH:13][C:12]([O:15][C:16]([C:19]([O:21][CH2:22][CH3:23])=[O:20])([CH3:18])[CH3:17])=[CH:11][CH:10]=1)[CH3:2].C(N(CC)CC)C.[C:40]1([C:49]2[CH:54]=[CH:53][CH:52]=[CH:51][CH:50]=2)[CH:45]=[CH:44][C:43]([C:46](Cl)=[O:47])=[CH:42][CH:41]=1. The catalyst is C(Cl)Cl. The product is [CH2:1]([O:3][C:4](=[O:32])[CH:5]([N:24]([CH2:25][C:26]1[CH:31]=[CH:30][CH:29]=[CH:28][CH:27]=1)[C:46]([C:43]1[CH:44]=[CH:45][C:40]([C:49]2[CH:54]=[CH:53][CH:52]=[CH:51][CH:50]=2)=[CH:41][CH:42]=1)=[O:47])[CH2:6][CH2:7][O:8][C:9]1[CH:14]=[CH:13][C:12]([O:15][C:16]([C:19]([O:21][CH2:22][CH3:23])=[O:20])([CH3:18])[CH3:17])=[CH:11][CH:10]=1)[CH3:2]. The yield is 1.00. (2) The reactants are Br[C:2]1[CH:3]=[C:4]([CH:18]=[CH:19][C:20]=1[CH2:21][OH:22])[C:5]([NH:7][C:8]1[CH:13]=[CH:12][CH:11]=[C:10]([C:14]([F:17])([F:16])[F:15])[CH:9]=1)=[O:6].CC1(C)C(C)(C)OB([C:31]2[CH:36]=[CH:35][N:34]=[C:33]([N:37]3[CH2:42][CH2:41][O:40][CH2:39][CH2:38]3)[CH:32]=2)O1. No catalyst specified. The product is [OH:22][CH2:21][C:20]1[CH:19]=[CH:18][C:4]([C:5]([NH:7][C:8]2[CH:13]=[CH:12][CH:11]=[C:10]([C:14]([F:17])([F:16])[F:15])[CH:9]=2)=[O:6])=[CH:3][C:2]=1[C:31]1[CH:36]=[CH:35][N:34]=[C:33]([N:37]2[CH2:38][CH2:39][O:40][CH2:41][CH2:42]2)[CH:32]=1. The yield is 0.910. (3) The reactants are [C:1]([C:3]1[C:26]([F:27])=[CH:25][C:6]2[O:7][C:8]3[CH:23]=[CH:22][CH:21]=[C:20]([F:24])[C:9]=3[C@H:10]3[C@H:15]([NH:16][C:17](=[O:19])[CH3:18])[CH2:14][CH2:13][CH2:12][N:11]3[C:5]=2[CH:4]=1)#[N:2].C1C(=O)N([Cl:35])C(=O)C1. No catalyst specified. The product is [Cl:35][C:4]1[C:5]2[N:11]3[CH2:12][CH2:13][CH2:14][C@@H:15]([NH:16][C:17](=[O:19])[CH3:18])[C@@H:10]3[C:9]3[C:20]([F:24])=[CH:21][CH:22]=[CH:23][C:8]=3[O:7][C:6]=2[CH:25]=[C:26]([F:27])[C:3]=1[C:1]#[N:2]. The yield is 0.620. (4) The reactants are Br[C:2]1[C:21]([O:22][CH3:23])=[CH:20][C:5]2[NH:6][C:7](=[O:19])[CH2:8][N:9]=[C:10]([C:11]3[CH:12]=[C:13]([CH:16]=[CH:17][CH:18]=3)[C:14]#[N:15])[C:4]=2[CH:3]=1.C1(B(O)O)C=CC=CC=1.[CH3:33][O:34][C:35]1[CH:40]=[CH:39][CH:38]=[CH:37][C:36]=1B(O)O. No catalyst specified. The product is [CH3:23][O:22][C:21]1[C:2]([C:36]2[CH:37]=[CH:38][CH:39]=[CH:40][C:35]=2[O:34][CH3:33])=[CH:3][C:4]2[C:10]([C:11]3[CH:12]=[C:13]([CH:16]=[CH:17][CH:18]=3)[C:14]#[N:15])=[N:9][CH2:8][C:7](=[O:19])[NH:6][C:5]=2[CH:20]=1. The yield is 0.880. (5) The reactants are CC([N:5]([CH2:9][CH:10]([N:17]1C(=O)C2C(=CC=CC=2)C1=O)[C:11]1[CH:16]=[CH:15][CH:14]=[CH:13][CH:12]=1)[C:6](=[O:8])[O-:7])(C)C.CN.NN. The catalyst is CO. The product is [NH2:17][CH:10]([C:11]1[CH:12]=[CH:13][CH:14]=[CH:15][CH:16]=1)[CH2:9][NH:5][C:6](=[O:8])[O:7][C:11]([CH3:16])([CH3:12])[CH3:10]. The yield is 0.850. (6) The reactants are C(NC(C)C)(C)C.C([Li])CCC.[O:13]=[C:14]1[CH2:19][CH2:18][N:17]([C:20]([O:22][C:23]([CH3:26])([CH3:25])[CH3:24])=[O:21])[CH2:16][CH2:15]1.C1(N[S:34]([C:37]([F:40])([F:39])[F:38])(=[O:36])=[O:35])C=CC=CC=1. The product is [F:38][C:37]([F:40])([F:39])[S:34]([O:13][C:14]1[CH2:19][CH2:18][N:17]([C:20]([O:22][C:23]([CH3:26])([CH3:25])[CH3:24])=[O:21])[CH2:16][CH:15]=1)(=[O:36])=[O:35]. The yield is 0.720. The catalyst is O1CCCC1.